From a dataset of Catalyst prediction with 721,799 reactions and 888 catalyst types from USPTO. Predict which catalyst facilitates the given reaction. (1) Reactant: [CH2:1]([N:8]([CH2:22][C:23]1[CH:28]=[CH:27][CH:26]=[CH:25][CH:24]=1)[CH:9]([CH:13]([OH:21])[CH2:14][C:15]1[CH:20]=[CH:19][CH:18]=[CH:17][CH:16]=1)[C:10]([OH:12])=[O:11])[C:2]1[CH:7]=[CH:6][CH:5]=[CH:4][CH:3]=1.[H-].[Na+].F[C:32]1[CH:37]=[CH:36][C:35]([F:38])=[CH:34][C:33]=1[N+:39]([O-:41])=[O:40].Cl. Product: [CH2:22]([N:8]([CH2:1][C:2]1[CH:3]=[CH:4][CH:5]=[CH:6][CH:7]=1)[CH:9]([CH:13]([O:21][C:32]1[CH:37]=[CH:36][C:35]([F:38])=[CH:34][C:33]=1[N+:39]([O-:41])=[O:40])[CH2:14][C:15]1[CH:16]=[CH:17][CH:18]=[CH:19][CH:20]=1)[C:10]([OH:12])=[O:11])[C:23]1[CH:28]=[CH:27][CH:26]=[CH:25][CH:24]=1. The catalyst class is: 9. (2) Reactant: Br[CH2:2][C:3]1[CH:8]=[CH:7][C:6]([N+:9]([O-:11])=[O:10])=[CH:5][CH:4]=1.[CH2:12]([N:14](CC)CC)C.CN. Product: [CH3:12][NH:14][CH2:2][C:3]1[CH:8]=[CH:7][C:6]([N+:9]([O-:11])=[O:10])=[CH:5][CH:4]=1. The catalyst class is: 1. (3) Reactant: [C:1]([O:5][C:6]([N:8]1[CH2:13][CH2:12][CH2:11][CH:10](C(=N)NO)[CH2:9]1)=[O:7])([CH3:4])([CH3:3])[CH3:2].[N:18]1[NH:19][C:20]([C:23]([OH:25])=O)=[CH:21][CH:22]=1.C1C=C[C:29]2[N:34]([OH:35])N=NC=2C=1.CC[N:38]=C=NCCCN(C)C.Cl.C(N(CC)CC)C. Product: [C:1]([O:5][C:6]([N:8]1[CH2:9][CH2:10][CH2:11][CH2:12][CH:13]1[C:29](=[N:34][OH:35])[NH:38][C:23]([C:20]1[NH:19][N:18]=[CH:22][CH:21]=1)=[O:25])=[O:7])([CH3:2])([CH3:3])[CH3:4]. The catalyst class is: 258. (4) Product: [F:1][C:2]1[CH:3]=[CH:4][C:5]([O:41][CH3:42])=[C:6]([C:8]2[CH:13]=[CH:12][N:11]=[C:10]3[NH:14][C:15]([C:17]4[CH2:31][CH:20]5[CH2:21][N:22]([C:24]([O:26][C:27]([CH3:28])([CH3:29])[CH3:30])=[O:25])[CH2:23][CH:19]5[CH:18]=4)=[CH:16][C:9]=23)[CH:7]=1. The catalyst class is: 83. Reactant: [F:1][C:2]1[CH:3]=[CH:4][C:5]([O:41][CH3:42])=[C:6]([C:8]2[CH:13]=[CH:12][N:11]=[C:10]3[N:14](S(C4C=CC=CC=4)(=O)=O)[C:15]([C:17]4[CH2:31][CH:20]5[CH2:21][N:22]([C:24]([O:26][C:27]([CH3:30])([CH3:29])[CH3:28])=[O:25])[CH2:23][CH:19]5[CH:18]=4)=[CH:16][C:9]=23)[CH:7]=1.[OH-].[Na+]. (5) Reactant: [F:1][CH:2]([F:25])[N:3]1[CH:7]=[C:6]([CH:8]2[CH2:12][CH2:11][C@:10]([C:17]3[CH:22]=[CH:21][CH:20]=[C:19]([F:23])[C:18]=3[CH3:24])([C:13]([O:15]C)=[O:14])[CH2:9]2)[CH:5]=[N:4]1.O[Li].O. Product: [F:25][CH:2]([F:1])[N:3]1[CH:7]=[C:6]([C@@H:8]2[CH2:12][CH2:11][C@:10]([C:17]3[CH:22]=[CH:21][CH:20]=[C:19]([F:23])[C:18]=3[CH3:24])([C:13]([OH:15])=[O:14])[CH2:9]2)[CH:5]=[N:4]1. The catalyst class is: 200. (6) Reactant: C([O:3][C:4](=[O:31])[CH2:5][C:6]1([CH:21]([CH3:30])[CH2:22][NH:23][S:24]([CH:27]([CH3:29])[CH3:28])(=[O:26])=[O:25])[CH:11]=[CH:10][C:9]([C:12]2[CH:17]=[CH:16][CH:15]=[CH:14][CH:13]=2)=[CH:8][CH:7]1[N+:18]([O-:20])=[O:19])C.[OH-].[Na+].Cl. Product: [CH3:30][CH:21]([C:6]1([CH2:5][C:4]([OH:31])=[O:3])[CH:11]=[CH:10][C:9]([C:12]2[CH:13]=[CH:14][CH:15]=[CH:16][CH:17]=2)=[CH:8][CH:7]1[N+:18]([O-:20])=[O:19])[CH2:22][NH:23][S:24]([CH:27]([CH3:28])[CH3:29])(=[O:26])=[O:25]. The catalyst class is: 88. (7) Reactant: Br[CH2:2][C:3]([C:5]1[S:6][CH:7]=[CH:8][CH:9]=1)=[O:4].[N-:10]=[N+:11]=[N-:12].[Na+]. Product: [N:10]([CH2:2][C:3]([C:5]1[S:6][CH:7]=[CH:8][CH:9]=1)=[O:4])=[N+:11]=[N-:12]. The catalyst class is: 3. (8) Reactant: [Si:1]([O:8][CH2:9][C:10]1[C:15]2[CH:16](O)[CH2:17][CH2:18][C:19]([CH3:22])([CH3:21])[CH2:20][C:14]=2[CH:13]=[CH:12][CH:11]=1)([C:4]([CH3:7])([CH3:6])[CH3:5])([CH3:3])[CH3:2].C(N(CC)CC)C.CS(Cl)(=O)=O.[Cl-].[Li+].C1CCN2C(=NCCC2)CC1. Product: [C:4]([Si:1]([O:8][CH2:9][C:10]1[C:15]2[CH:16]=[CH:17][CH2:18][C:19]([CH3:22])([CH3:21])[CH2:20][C:14]=2[CH:13]=[CH:12][CH:11]=1)([CH3:3])[CH3:2])([CH3:7])([CH3:5])[CH3:6]. The catalyst class is: 47.